This data is from Full USPTO retrosynthesis dataset with 1.9M reactions from patents (1976-2016). The task is: Predict the reactants needed to synthesize the given product. (1) Given the product [CH3:2][C:11]1[C:28]([CH2:29][CH:30]=[CH2:31])=[C:3]([C:12]([OH:14])=[O:13])[C:4]([CH3:32])=[C:5]([CH:10]=1)[C:6]([OH:8])=[O:7], predict the reactants needed to synthesize it. The reactants are: Br[C:2]1[CH:11]=[CH:10][C:5]([C:6]([O:8]C)=[O:7])=[CH:4][C:3]=1[C:12]([O:14]C)=[O:13].C([Sn]([CH2:28][CH2:29][CH2:30][CH3:31])([CH2:28][CH2:29][CH2:30][CH3:31])[CH2:28][CH2:29][CH2:30][CH3:31])C=C.[C:32]1(C)C=CC=CC=1. (2) Given the product [Br:1][C:2]1[CH:7]=[CH:6][C:5]([C@H:8]([C:16]2[CH:21]=[CH:20][C:19]([Cl:22])=[CH:18][C:17]=2[CH3:23])[CH2:9][C:10](=[O:11])[CH2:24][C:25]2[CH:30]=[CH:29][CH:28]=[CH:27][N:26]=2)=[CH:4][CH:3]=1, predict the reactants needed to synthesize it. The reactants are: [Br:1][C:2]1[CH:7]=[CH:6][C:5]([C@H:8]([C:16]2[CH:21]=[CH:20][C:19]([Cl:22])=[CH:18][C:17]=2[CH3:23])[CH2:9][C:10](N(OC)C)=[O:11])=[CH:4][CH:3]=1.[CH3:24][C:25]1[CH:30]=[CH:29][CH:28]=[CH:27][N:26]=1. (3) Given the product [C:11]([C:9]1[C:23]([OH:24])=[C:7]([CH2:8][NH:19][CH2:18][CH2:17][CH2:16][NH:20][CH2:6][C:7]2[CH:8]=[C:9]([C:11]([CH3:12])([CH3:13])[CH3:14])[CH:10]=[C:5]([C:1]([CH3:2])([CH3:3])[CH3:4])[C:21]=2[OH:22])[CH:6]=[C:5]([C:1]([CH3:4])([CH3:3])[CH3:2])[CH:10]=1)([CH3:14])([CH3:12])[CH3:13], predict the reactants needed to synthesize it. The reactants are: [C:1]([C:5]1[CH:10]=[C:9]([C:11]([CH3:14])([CH3:13])[CH3:12])[CH:8]=[CH:7][C:6]=1O)([CH3:4])([CH3:3])[CH3:2].[CH2:16]([NH2:20])[CH2:17][CH2:18][NH2:19].[CH2:21]=[O:22].[CH3:23][OH:24]. (4) Given the product [NH2:10][C:11]1[N:12]([CH2:25][CH3:26])[C:13]2[C:18]([C:19](=[O:23])[C:20]=1[C:21]([NH:6][CH2:5][CH:4]([O:7][CH2:8][CH3:9])[O:3][CH2:1][CH3:2])=[NH:22])=[CH:17][CH:16]=[C:15]([I:24])[CH:14]=2, predict the reactants needed to synthesize it. The reactants are: [CH2:1]([O:3][CH:4]([O:7][CH2:8][CH3:9])[CH2:5][NH2:6])[CH3:2].[NH2:10][C:11]1[N:12]([CH2:25][CH3:26])[C:13]2[C:18]([C:19](=[O:23])[C:20]=1[C:21]#[N:22])=[CH:17][CH:16]=[C:15]([I:24])[CH:14]=2. (5) Given the product [NH2:26]/[C:24](=[N:25]\[C:34](=[O:35])[O:36][CH3:37])/[C:21]1[CH:20]=[CH:19][C:18]([CH2:17][NH:16][C:14]([C:12]2[CH:11]=[N:10][N:9]([CH2:2][C:3]3[CH:8]=[CH:7][CH:6]=[CH:5][CH:4]=3)[CH:13]=2)=[O:15])=[CH:23][CH:22]=1, predict the reactants needed to synthesize it. The reactants are: Cl.[CH2:2]([N:9]1[CH:13]=[C:12]([C:14]([NH:16][CH2:17][C:18]2[CH:23]=[CH:22][C:21]([C:24](=[NH:26])[NH2:25])=[CH:20][CH:19]=2)=[O:15])[CH:11]=[N:10]1)[C:3]1[CH:8]=[CH:7][CH:6]=[CH:5][CH:4]=1.C(=O)([O-])[O-].[K+].[K+].Cl[C:34]([O:36][CH3:37])=[O:35]. (6) Given the product [Cl:1][C:2]1[C:3]2[CH:10]([CH2:22][CH3:23])[C:9](=[O:11])[NH:8][C:4]=2[N:5]=[CH:6][N:7]=1, predict the reactants needed to synthesize it. The reactants are: [Cl:1][C:2]1[C:3]2[CH2:10][C:9](=[O:11])[NH:8][C:4]=2[N:5]=[CH:6][N:7]=1.C[Si](C)(C)[N-][Si](C)(C)C.[Li+].[CH2:22](I)[CH3:23]. (7) Given the product [Cl:1][C:2]1[C:7]([NH2:8])=[C:6]([Cl:17])[N:5]=[C:4]([S:18][CH2:19][CH2:20][CH3:21])[N:3]=1, predict the reactants needed to synthesize it. The reactants are: [Cl:1][C:2]1[C:7](/[N:8]=N/C2C=CC(C)=CC=2)=[C:6]([Cl:17])[N:5]=[C:4]([S:18][CH2:19][CH2:20][CH3:21])[N:3]=1.[H][H]. (8) Given the product [Cl:1][C:2]1[CH:3]=[C:4]([C:8]2[N:16]3[C:11]([CH:12]=[N:13][C:14]([NH:37][C:33]4[CH:34]=[CH:35][CH:36]=[C:31]([N:30]([CH3:38])[CH3:29])[CH:32]=4)=[N:15]3)=[CH:10][CH:9]=2)[CH:5]=[CH:6][CH:7]=1, predict the reactants needed to synthesize it. The reactants are: [Cl:1][C:2]1[CH:3]=[C:4]([C:8]2[N:16]3[C:11]([CH:12]=[N:13][C:14](S(C)=O)=[N:15]3)=[CH:10][CH:9]=2)[CH:5]=[CH:6][CH:7]=1.C(N(CC)C(C)C)(C)C.[CH3:29][N:30]([CH3:38])[C:31]1[CH:36]=[CH:35][CH:34]=[C:33]([NH2:37])[CH:32]=1.COCCO. (9) Given the product [O:7]=[C:5]([N:28]1[CH2:33][CH2:32][CH2:31][CH2:30][CH2:29]1)/[CH:4]=[CH:3]\[C:2]([NH:8][C:9]1[CH:10]=[C:11]([CH3:15])[CH:12]=[CH:13][CH:14]=1)=[O:1], predict the reactants needed to synthesize it. The reactants are: [O:1]=[C:2]([NH:8][C:9]1[CH:10]=[C:11]([CH3:15])[CH:12]=[CH:13][CH:14]=1)/[CH:3]=[CH:4]\[C:5]([OH:7])=O.CCN(CC)CC.ClC(OC)=O.[NH:28]1[CH2:33][CH2:32][CH2:31][CH2:30][CH2:29]1. (10) Given the product [CH3:1][C:2]1([CH3:21])[O:6][C@@H:5]2[CH2:7][CH2:8][C@@H:9]([N:10]3[C:18]4[C:17]([F:19])=[CH:16][N:15]=[C:14]([NH2:31])[C:13]=4[N:12]=[CH:11]3)[C@@H:4]2[O:3]1, predict the reactants needed to synthesize it. The reactants are: [CH3:1][C:2]1([CH3:21])[O:6][C@@H:5]2[CH2:7][CH2:8][C@@H:9]([N:10]3[C:18]4[C:17]([F:19])=[CH:16][N:15]=[C:14](F)[C:13]=4[N:12]=[CH:11]3)[C@@H:4]2[O:3]1.CC1(C)O[C@@H]2CC[C@@H]([N:31]3C4C(F)=NC=C(F)C=4N=C3)[C@@H]2O1.